Dataset: Peptide-MHC class I binding affinity with 185,985 pairs from IEDB/IMGT. Task: Regression. Given a peptide amino acid sequence and an MHC pseudo amino acid sequence, predict their binding affinity value. This is MHC class I binding data. (1) The peptide sequence is SIRDGVRAY. The MHC is HLA-A02:07 with pseudo-sequence HLA-A02:07. The binding affinity (normalized) is 0. (2) The peptide sequence is KRSTPFYTK. The MHC is HLA-B15:17 with pseudo-sequence HLA-B15:17. The binding affinity (normalized) is 0.0847. (3) The peptide sequence is MLMFIFTGI. The MHC is HLA-B15:01 with pseudo-sequence HLA-B15:01. The binding affinity (normalized) is 0.330. (4) The peptide sequence is KGFFRVFKK. The MHC is HLA-A24:03 with pseudo-sequence HLA-A24:03. The binding affinity (normalized) is 0.0847. (5) The peptide sequence is APTRVVAAEM. The MHC is HLA-B35:01 with pseudo-sequence HLA-B35:01. The binding affinity (normalized) is 0.721.